This data is from Forward reaction prediction with 1.9M reactions from USPTO patents (1976-2016). The task is: Predict the product of the given reaction. Given the reactants C([O-])([O-])=O.[Na+].[Na+].[F:7][C:8]1[CH:13]=[CH:12][C:11]([C:14]2[C:22](I)=[C:17]3[CH2:18][CH2:19][CH2:20][CH2:21][N:16]3[N:15]=2)=[CH:10][CH:9]=1.CC1(C)C(C)(C)OB([C:32]2[CH:37]=[CH:36][N:35]=[C:34]([NH:38][C:39](=[O:42])[CH2:40][CH3:41])[CH:33]=2)O1.C(OCC)(=O)C, predict the reaction product. The product is: [F:7][C:8]1[CH:13]=[CH:12][C:11]([C:14]2[C:22]([C:32]3[CH:37]=[CH:36][N:35]=[C:34]([NH:38][C:39](=[O:42])[CH2:40][CH3:41])[CH:33]=3)=[C:17]3[CH2:18][CH2:19][CH2:20][CH2:21][N:16]3[N:15]=2)=[CH:10][CH:9]=1.